This data is from Full USPTO retrosynthesis dataset with 1.9M reactions from patents (1976-2016). The task is: Predict the reactants needed to synthesize the given product. (1) The reactants are: [C:1]([C:3]1[C:7]([CH3:8])=[C:6]([CH3:9])[S:5][C:4]=1[NH:10][C:11]([NH:13]C(=O)C1C=CC=CC=1)=[O:12])#[N:2].[OH-].[Na+]. Given the product [NH2:2][C:1]1[C:3]2[C:7]([CH3:8])=[C:6]([CH3:9])[S:5][C:4]=2[NH:10][C:11](=[O:12])[N:13]=1, predict the reactants needed to synthesize it. (2) The reactants are: Cl[C:2]1[N:7]=[CH:6][C:5]2[C:8]([N:14]3[CH2:20][C:16]4([CH2:19][O:18][CH2:17]4)[CH2:15]3)=[N:9][N:10]([CH:11]([CH3:13])[CH3:12])[C:4]=2[CH:3]=1.[CH:21]1([S:24]([N:27]2[CH:31]=[C:30]([C:32]3[N:37]=[C:36]([NH2:38])[CH:35]=[CH:34][N:33]=3)[CH:29]=[N:28]2)(=[O:26])=[O:25])[CH2:23][CH2:22]1.C(=O)([O-])[O-].[Cs+].[Cs+].C1(P(C2CCCCC2)C2C=CC=CC=2C2C(C(C)C)=CC(C(C)C)=CC=2C(C)C)CCCCC1. Given the product [CH:21]1([S:24]([N:27]2[CH:31]=[C:30]([C:32]3[N:37]=[C:36]([NH:38][C:2]4[N:7]=[CH:6][C:5]5[C:8]([N:14]6[CH2:20][C:16]7([CH2:19][O:18][CH2:17]7)[CH2:15]6)=[N:9][N:10]([CH:11]([CH3:13])[CH3:12])[C:4]=5[CH:3]=4)[CH:35]=[CH:34][N:33]=3)[CH:29]=[N:28]2)(=[O:25])=[O:26])[CH2:23][CH2:22]1, predict the reactants needed to synthesize it. (3) Given the product [OH:28][CH2:27][CH2:26][NH:1][N:2]1[C:6]2[CH:7]=[CH:8][CH:9]=[CH:10][C:5]=2[N:4]=[C:3]1[S:11][CH2:12][C:13]1[C:18]([CH3:19])=[C:17]([O:20][CH2:21][C:22]([F:25])([F:24])[F:23])[CH:16]=[CH:15][N:14]=1, predict the reactants needed to synthesize it. The reactants are: [NH2:1][N:2]1[C:6]2[CH:7]=[CH:8][CH:9]=[CH:10][C:5]=2[N:4]=[C:3]1[S:11][CH2:12][C:13]1[C:18]([CH3:19])=[C:17]([O:20][CH2:21][C:22]([F:25])([F:24])[F:23])[CH:16]=[CH:15][N:14]=1.[CH2:26](O)[CH:27]=[O:28].Cl.[BH4-].[Na+]. (4) Given the product [CH3:32][C:24]1[CH:23]=[C:22]([CH2:21][O:20][C:17]2[CH:18]=[CH:19][C:14]([S:11]([NH:10][CH:9]3[CH2:8][O:7][CH2:6][CH:5]3[C:3]([OH:4])=[O:2])(=[O:12])=[O:13])=[CH:15][CH:16]=2)[C:31]2[C:26](=[CH:27][CH:28]=[CH:29][CH:30]=2)[N:25]=1, predict the reactants needed to synthesize it. The reactants are: C[O:2][C:3]([CH:5]1[CH:9]([NH:10][S:11]([C:14]2[CH:19]=[CH:18][C:17]([O:20][CH2:21][C:22]3[C:31]4[C:26](=[CH:27][CH:28]=[CH:29][CH:30]=4)[N:25]=[C:24]([CH3:32])[CH:23]=3)=[CH:16][CH:15]=2)(=[O:13])=[O:12])[CH2:8][O:7][CH2:6]1)=[O:4].Cl. (5) Given the product [CH2:2]=[C:32]([C:29]1[CH:30]=[CH:31][C:26]([CH2:25][O:24][CH2:23][C:22]2[CH:38]=[CH:39][C:19]([O:18][CH3:17])=[CH:20][CH:21]=2)=[CH:27][CH:28]=1)[CH2:33][CH2:34][CH2:35][CH3:36], predict the reactants needed to synthesize it. The reactants are: O1CCC[CH2:2]1.C([Li])CCC.CCCCCC.[CH3:17][O:18][C:19]1[CH:39]=[CH:38][C:22]([CH2:23][O:24][CH2:25][C:26]2[CH:31]=[CH:30][C:29]([C:32](=O)[CH2:33][CH2:34][CH2:35][CH3:36])=[CH:28][CH:27]=2)=[CH:21][CH:20]=1.[Cl-].[NH4+]. (6) The reactants are: [CH3:1][N:2]1[C:6]([C:7]2[S:11][C:10]([C:12](Cl)=[O:13])=[CH:9][CH:8]=2)=[CH:5][C:4]([C:15]([F:18])([F:17])[F:16])=[N:3]1.C1COCC1.[CH2:24]([NH2:26])[CH3:25]. Given the product [CH2:24]([NH:26][C:12]([C:10]1[S:11][C:7]([C:6]2[N:2]([CH3:1])[N:3]=[C:4]([C:15]([F:18])([F:17])[F:16])[CH:5]=2)=[CH:8][CH:9]=1)=[O:13])[CH3:25], predict the reactants needed to synthesize it. (7) Given the product [CH2:2]([N:5]1[C:9]2=[C:10]([CH2:14][NH:15][C:16]3[CH:17]=[CH:18][C:19]([F:22])=[CH:20][CH:21]=3)[N:11]=[CH:12][CH:13]=[C:8]2[C:7]([CH3:23])=[C:6]1[CH3:24])[CH:3]=[CH2:4], predict the reactants needed to synthesize it. The reactants are: Cl.[CH2:2]([N:5]1[C:9]2=[C:10]([CH2:14][NH:15][C:16]3[CH:21]=[CH:20][C:19]([F:22])=[CH:18][CH:17]=3)[N:11]=[CH:12][CH:13]=[C:8]2[C:7]([CH3:23])=[C:6]1[CH3:24])[CH:3]=[CH2:4].C(=O)(O)[O-].[Na+]. (8) Given the product [CH2:1]([O:3][C:4]([C:6]1[C:7]([OH:27])=[C:8]2[CH:16]=[CH:15][N:14]([CH2:19][C:20]3[CH:21]=[CH:22][C:23]([F:26])=[CH:24][CH:25]=3)[C:9]2=[C:10]([C:12]#[N:13])[N:11]=1)=[O:5])[CH3:2], predict the reactants needed to synthesize it. The reactants are: [CH2:1]([O:3][C:4]([C:6]1[C:7]([OH:27])=[C:8]2[C:16](Br)=[C:15](Br)[N:14]([CH2:19][C:20]3[CH:25]=[CH:24][C:23]([F:26])=[CH:22][CH:21]=3)[C:9]2=[C:10]([C:12]#[N:13])[N:11]=1)=[O:5])[CH3:2].C([O-])=O.[NH4+]. (9) Given the product [C:50]([C:24]1[C:25]([C:27]2[C:35]3[C:30](=[N:31][CH:32]=[C:33]([C:36]([F:38])([F:37])[F:39])[CH:34]=3)[N:29]([S:40]([C:43]3[CH:49]=[CH:48][C:46]([CH3:47])=[CH:45][CH:44]=3)(=[O:42])=[O:41])[CH:28]=2)=[N:26][C:21]([NH:1][C@@H:2]([CH:4]2[CH2:5][CH2:6][N:7]([C:10]([O:12][C:13]([CH3:15])([CH3:14])[CH3:16])=[O:11])[CH2:8][CH2:9]2)[CH3:3])=[N:22][CH:23]=1)#[N:51], predict the reactants needed to synthesize it. The reactants are: [NH2:1][C@@H:2]([CH:4]1[CH2:9][CH2:8][N:7]([C:10]([O:12][C:13]([CH3:16])([CH3:15])[CH3:14])=[O:11])[CH2:6][CH2:5]1)[CH3:3].FC1C(F)=C(F)C(F)=C(F)C=1O[C:21]1[N:26]=[C:25]([C:27]2[C:35]3[C:30](=[N:31][CH:32]=[C:33]([C:36]([F:39])([F:38])[F:37])[CH:34]=3)[N:29]([S:40]([C:43]3[CH:49]=[CH:48][C:46]([CH3:47])=[CH:45][CH:44]=3)(=[O:42])=[O:41])[CH:28]=2)[C:24]([C:50]#[N:51])=[CH:23][N:22]=1. (10) Given the product [CH3:25][S:26]([C:29]1[CH:34]=[CH:33][C:32]([C:2]2[CH:7]=[CH:6][CH:5]=[C:4]([CH:8]([C:19]3[CH:24]=[CH:23][CH:22]=[CH:21][CH:20]=3)[CH2:9]/[C:10](/[C:13]3[CH:14]=[CH:15][N:16]=[CH:17][CH:18]=3)=[N:11]\[OH:12])[CH:3]=2)=[CH:31][CH:30]=1)(=[O:28])=[O:27], predict the reactants needed to synthesize it. The reactants are: Br[C:2]1[CH:3]=[C:4]([CH:8]([C:19]2[CH:24]=[CH:23][CH:22]=[CH:21][CH:20]=2)[CH2:9]/[C:10](/[C:13]2[CH:18]=[CH:17][N:16]=[CH:15][CH:14]=2)=[N:11]\[OH:12])[CH:5]=[CH:6][CH:7]=1.[CH3:25][S:26]([C:29]1[CH:34]=[CH:33][C:32](B(O)O)=[CH:31][CH:30]=1)(=[O:28])=[O:27].